From a dataset of NCI-60 drug combinations with 297,098 pairs across 59 cell lines. Regression. Given two drug SMILES strings and cell line genomic features, predict the synergy score measuring deviation from expected non-interaction effect. (1) Drug 1: C1=CC=C(C(=C1)C(C2=CC=C(C=C2)Cl)C(Cl)Cl)Cl. Drug 2: CCCCCOC(=O)NC1=NC(=O)N(C=C1F)C2C(C(C(O2)C)O)O. Cell line: HCT116. Synergy scores: CSS=8.34, Synergy_ZIP=-2.97, Synergy_Bliss=-2.84, Synergy_Loewe=-2.84, Synergy_HSA=-1.72. (2) Drug 1: C1=CC=C(C=C1)NC(=O)CCCCCCC(=O)NO. Drug 2: C1CNP(=O)(OC1)N(CCCl)CCCl. Cell line: A498. Synergy scores: CSS=3.13, Synergy_ZIP=-0.427, Synergy_Bliss=1.49, Synergy_Loewe=-6.65, Synergy_HSA=-0.890. (3) Drug 1: CC1=C(C=C(C=C1)NC2=NC=CC(=N2)N(C)C3=CC4=NN(C(=C4C=C3)C)C)S(=O)(=O)N.Cl. Drug 2: C1=CN(C(=O)N=C1N)C2C(C(C(O2)CO)O)O.Cl. Cell line: HCC-2998. Synergy scores: CSS=11.0, Synergy_ZIP=1.18, Synergy_Bliss=-3.84, Synergy_Loewe=-37.2, Synergy_HSA=-13.2. (4) Drug 1: C#CCC(CC1=CN=C2C(=N1)C(=NC(=N2)N)N)C3=CC=C(C=C3)C(=O)NC(CCC(=O)O)C(=O)O. Drug 2: N.N.Cl[Pt+2]Cl. Cell line: NCI/ADR-RES. Synergy scores: CSS=33.9, Synergy_ZIP=-8.12, Synergy_Bliss=-6.97, Synergy_Loewe=-7.40, Synergy_HSA=-7.89.